The task is: Predict which catalyst facilitates the given reaction.. This data is from Catalyst prediction with 721,799 reactions and 888 catalyst types from USPTO. (1) Reactant: [F:1][C:2]1[CH:3]=[CH:4][C:5]2[O:10][CH2:9][C:8](=[O:11])[N:7]([CH2:12][CH2:13][C:14]([OH:16])=O)[C:6]=2[CH:17]=1.C(Cl)(=O)C(Cl)=O.[Cl-].[Al+3].[Cl-].[Cl-].O. Product: [F:1][C:2]1[CH:3]=[CH:4][C:5]2[O:10][CH2:9][C:8](=[O:11])[N:7]3[C:6]=2[C:17]=1[C:14](=[O:16])[CH2:13][CH2:12]3. The catalyst class is: 59. (2) Reactant: [CH3:1][CH2:2][N:3]([CH:7]([CH3:9])C)[CH:4]([CH3:6])C.[CH3:10][O:11][C:12]1[CH:17]=[C:16]([CH3:18])[C:15]([S:19]([N:22]2[CH2:27][CH2:26][CH2:25][CH2:24][C@H:23]2[CH2:28][O:29][CH2:30][C:31]([OH:33])=O)(=[O:21])=[O:20])=[C:14]([CH3:34])[CH:13]=1.[CH:35]1[CH:36]=[CH:37][C:38]2N(O)N=N[C:39]=2[CH:40]=1.[CH3:45][CH2:46][N:47]=[C:48]=NCCCN(C)C.[ClH:56].[C:57]([OH:63])([C:59](F)(F)F)=O. Product: [Cl:56][C:35]1[CH:40]=[C:39]([C:57]2([O:63][CH2:9][CH2:7][N:3]3[CH2:2][CH2:1][CH2:6][CH2:4]3)[CH2:45][CH2:46][N:47]([C:31](=[O:33])[CH2:30][O:29][CH2:28][C@@H:23]3[CH2:24][CH2:25][CH2:26][CH2:27][N:22]3[S:19]([C:15]3[C:14]([CH3:34])=[CH:13][C:12]([O:11][CH3:10])=[CH:17][C:16]=3[CH3:18])(=[O:20])=[O:21])[CH2:48][CH2:59]2)[CH:38]=[CH:37][CH:36]=1. The catalyst class is: 2. (3) Reactant: O=[CH:2][CH2:3][NH:4][C:5]([C:7]1[CH:27]=[CH:26][C:10]2[N:11]([CH3:25])[C:12]([NH:14][C:15]3[S:16][C:17]4[CH:23]=[C:22]([Cl:24])[CH:21]=[CH:20][C:18]=4[N:19]=3)=[N:13][C:9]=2[CH:8]=1)=[O:6].[F:28][C:29]1([F:35])[CH2:34][CH2:33][NH:32][CH2:31][CH2:30]1.[BH-](OC(C)=O)(OC(C)=O)OC(C)=O.[Na+]. Product: [F:28][C:29]1([F:35])[CH2:34][CH2:33][N:32]([CH2:2][CH2:3][NH:4][C:5]([C:7]2[CH:27]=[CH:26][C:10]3[N:11]([CH3:25])[C:12]([NH:14][C:15]4[S:16][C:17]5[CH:23]=[C:22]([Cl:24])[CH:21]=[CH:20][C:18]=5[N:19]=4)=[N:13][C:9]=3[CH:8]=2)=[O:6])[CH2:31][CH2:30]1. The catalyst class is: 2. (4) Reactant: [N:1]([C@@H:4]1[CH2:13][C:12]2[C:7](=[CH:8][CH:9]=[CH:10][CH:11]=2)[CH2:6][C@H:5]1[O:14][CH2:15][C:16]([O:18][C:19]([CH3:22])([CH3:21])[CH3:20])=[O:17])=[N+]=[N-]. Product: [NH2:1][C@@H:4]1[CH2:13][C:12]2[C:7](=[CH:8][CH:9]=[CH:10][CH:11]=2)[CH2:6][C@H:5]1[O:14][CH2:15][C:16]([O:18][C:19]([CH3:22])([CH3:21])[CH3:20])=[O:17]. The catalyst class is: 19. (5) Reactant: [NH:1]1[C:10]2[C:5](=[CH:6][CH:7]=[CH:8][CH:9]=2)[CH2:4][CH2:3][CH2:2]1.C(N(CC)CC)C.Cl[C:19]([O:21][C:22]1[CH:27]=[CH:26][C:25]([N+:28]([O-:30])=[O:29])=[CH:24][CH:23]=1)=[O:20]. Product: [N:1]1([C:19]([O:21][C:22]2[CH:23]=[CH:24][C:25]([N+:28]([O-:30])=[O:29])=[CH:26][CH:27]=2)=[O:20])[C:10]2[C:5](=[CH:6][CH:7]=[CH:8][CH:9]=2)[CH2:4][CH2:3][CH2:2]1. The catalyst class is: 7. (6) Reactant: [CH3:1][S:2][O-].[Na+].[Cl:5][CH2:6][C:7]1([CH3:26])[O:11][N:10]=[C:9]([S:12][CH2:13][C:14]2[C:15]([C:22]([F:25])([F:24])[F:23])=[N:16][N:17]([CH2:20][CH3:21])[C:18]=2F)[CH2:8]1.O.C(OCC)(=O)C. Product: [Cl:5][CH2:6][C:7]1([CH3:26])[O:11][N:10]=[C:9]([S:12][CH2:13][C:14]2[C:15]([C:22]([F:25])([F:24])[F:23])=[N:16][N:17]([CH2:20][CH3:21])[C:18]=2[S:2][CH3:1])[CH2:8]1. The catalyst class is: 9. (7) Reactant: [OH-].[K+].[I:3][C:4]1[CH:5]=[C:6]([CH:9]=[O:10])[NH:7][CH:8]=1.Br[CH2:12][CH2:13][OH:14].C(O)(=O)C. Product: [OH:14][CH2:13][CH2:12][N:7]1[CH:8]=[C:4]([I:3])[CH:5]=[C:6]1[CH:9]=[O:10]. The catalyst class is: 12. (8) Reactant: [Cl:1][C:2]1[CH:7]=[CH:6][C:5]([S:8]([CH2:11][CH2:12][CH2:13][CH2:14][CH2:15][N:16]2C(=O)C3=CC=CC=C3C2=O)(=[O:10])=[O:9])=[CH:4][CH:3]=1.C(O)C.O.NN. Product: [Cl:1][C:2]1[CH:3]=[CH:4][C:5]([S:8]([CH2:11][CH2:12][CH2:13][CH2:14][CH2:15][NH2:16])(=[O:9])=[O:10])=[CH:6][CH:7]=1. The catalyst class is: 4.